This data is from Catalyst prediction with 721,799 reactions and 888 catalyst types from USPTO. The task is: Predict which catalyst facilitates the given reaction. Reactant: [OH-].[K+].[Br:3][C:4]1[C:12]2[C:7](=[CH:8][CH:9]=[CH:10][CH:11]=2)[NH:6][N:5]=1.Br[CH2:14][C:15]1[CH:20]=[CH:19][C:18]([C:21]([F:24])([F:23])[F:22])=[CH:17][CH:16]=1. Product: [Br:3][C:4]1[C:12]2[C:7](=[CH:8][CH:9]=[CH:10][CH:11]=2)[N:6]([CH2:14][C:15]2[CH:16]=[CH:17][C:18]([C:21]([F:22])([F:23])[F:24])=[CH:19][CH:20]=2)[N:5]=1. The catalyst class is: 16.